Dataset: Peptide-MHC class II binding affinity with 134,281 pairs from IEDB. Task: Regression. Given a peptide amino acid sequence and an MHC pseudo amino acid sequence, predict their binding affinity value. This is MHC class II binding data. (1) The peptide sequence is SQKLELSWNLNGLQAY. The MHC is HLA-DQA10101-DQB10501 with pseudo-sequence HLA-DQA10101-DQB10501. The binding affinity (normalized) is 0.577. (2) The peptide sequence is ARARRAAIAAAGASR. The MHC is HLA-DQA10301-DQB10302 with pseudo-sequence HLA-DQA10301-DQB10302. The binding affinity (normalized) is 0.274.